The task is: Regression. Given a peptide amino acid sequence and an MHC pseudo amino acid sequence, predict their binding affinity value. This is MHC class II binding data.. This data is from Peptide-MHC class II binding affinity with 134,281 pairs from IEDB. (1) The peptide sequence is LRLSALRGLFSAVIE. The MHC is HLA-DQA10101-DQB10501 with pseudo-sequence HLA-DQA10101-DQB10501. The binding affinity (normalized) is 0.434. (2) The peptide sequence is AAVPAVGAAAGAPAA. The binding affinity (normalized) is 0.245. The MHC is DRB1_1302 with pseudo-sequence DRB1_1302. (3) The peptide sequence is NCEALSLVSHIVKWK. The MHC is H-2-IAb with pseudo-sequence H-2-IAb. The binding affinity (normalized) is 0. (4) The peptide sequence is VLKWHLHKAVEVPIS. The MHC is H-2-IAb with pseudo-sequence H-2-IAb. The binding affinity (normalized) is 0.0931. (5) The peptide sequence is NENITVPDTKVNFYA. The MHC is DRB1_0301 with pseudo-sequence DRB1_0301. The binding affinity (normalized) is 0.855. (6) The peptide sequence is PDAEKIVAAVIEKKL. The MHC is DRB4_0101 with pseudo-sequence DRB4_0103. The binding affinity (normalized) is 0.464. (7) The peptide sequence is LKLTSGKIASCLNDN. The MHC is HLA-DQA10102-DQB10602 with pseudo-sequence HLA-DQA10102-DQB10602. The binding affinity (normalized) is 0.501. (8) The peptide sequence is SSLGVDDVGTPELEL. The MHC is DRB1_0901 with pseudo-sequence DRB1_0901. The binding affinity (normalized) is 0.145. (9) The peptide sequence is PGESRHTSDHMSIYK. The MHC is DRB1_0404 with pseudo-sequence DRB1_0404. The binding affinity (normalized) is 0.152.